Dataset: Catalyst prediction with 721,799 reactions and 888 catalyst types from USPTO. Task: Predict which catalyst facilitates the given reaction. Reactant: Br[C:2]1[CH:3]=[C:4]([S:8]([NH:11][C:12]2[CH:20]=[CH:19][C:15]([C:16]([OH:18])=[O:17])=[C:14]([OH:21])[CH:13]=2)(=[O:10])=[O:9])[S:5][C:6]=1[Cl:7].[F:22][C:23]1[CH:24]=[C:25](B(O)O)[CH:26]=[CH:27][CH:28]=1.C(=O)([O-])[O-].[Na+].[Na+].C(Cl)Cl.Cl. Product: [Cl:7][C:6]1[S:5][C:4]([S:8]([NH:11][C:12]2[CH:20]=[CH:19][C:15]([C:16]([OH:18])=[O:17])=[C:14]([OH:21])[CH:13]=2)(=[O:10])=[O:9])=[CH:3][C:2]=1[C:27]1[CH:26]=[CH:25][CH:24]=[C:23]([F:22])[CH:28]=1. The catalyst class is: 75.